Task: Predict which catalyst facilitates the given reaction.. Dataset: Catalyst prediction with 721,799 reactions and 888 catalyst types from USPTO (1) Reactant: [ClH:1].C(OC([N:9]1[CH2:14][CH2:13][N:12]([CH2:15][C:16]#[C:17][CH2:18][N:19]2[CH2:24][CH2:23][O:22][CH2:21][C:20]2([CH3:26])[CH3:25])[CH2:11][C@H:10]1[CH2:27][C:28]1[CH:33]=[CH:32][C:31]([CH3:34])=[C:30]([CH3:35])[CH:29]=1)=O)(C)(C)C. Product: [ClH:1].[ClH:1].[ClH:1].[CH3:35][C:30]1[CH:29]=[C:28]([CH:33]=[CH:32][C:31]=1[CH3:34])[CH2:27][C@H:10]1[NH:9][CH2:14][CH2:13][N:12]([CH2:15][C:16]#[C:17][CH2:18][N:19]2[CH2:24][CH2:23][O:22][CH2:21][C:20]2([CH3:26])[CH3:25])[CH2:11]1. The catalyst class is: 336. (2) Reactant: [O:1]1[CH:5]=[CH:4][C:3]([C:6]2[S:10][C:9]([NH2:11])=[N:8][C:7]=2[C:12]2[CH:17]=[CH:16][CH:15]=[CH:14][CH:13]=2)=[CH:2]1.[CH:18]1([C:21](Cl)=[O:22])[CH2:20][CH2:19]1. Product: [O:1]1[CH:5]=[CH:4][C:3]([C:6]2[S:10][C:9]([NH:11][C:21]([CH:18]3[CH2:20][CH2:19]3)=[O:22])=[N:8][C:7]=2[C:12]2[CH:17]=[CH:16][CH:15]=[CH:14][CH:13]=2)=[CH:2]1. The catalyst class is: 17. (3) Reactant: C(=O)([O-])[O-].[Cs+].[Cs+].[OH:7][C:8]1[CH:21]=[CH:20][C:11]2[NH:12][C:13](=[O:19])[CH2:14][N:15]([CH3:18])[C:16](=[O:17])[C:10]=2[CH:9]=1.S(C1C=CC(C)=CC=1)(O[CH2:26][CH2:27][F:28])(=O)=O.C(Cl)Cl. Product: [F:28][CH2:27][CH2:26][O:7][C:8]1[CH:21]=[CH:20][C:11]2[NH:12][C:13](=[O:19])[CH2:14][N:15]([CH3:18])[C:16](=[O:17])[C:10]=2[CH:9]=1. The catalyst class is: 121. (4) Product: [CH3:16][C:13]1[O:12][C:11]([C:8]2[CH:9]=[CH:10][C:5]3[O:4][CH:3]=[C:2]([C:22]4[CH:27]=[CH:26][CH:25]=[CH:24][N:23]=4)[C:6]=3[CH:7]=2)=[N:15][N:14]=1. The catalyst class is: 602. Reactant: Br[C:2]1[C:6]2[CH:7]=[C:8]([C:11]3[O:12][C:13]([CH3:16])=[N:14][N:15]=3)[CH:9]=[CH:10][C:5]=2[O:4][CH:3]=1.C([Sn](CCCC)(CCCC)[C:22]1[CH:27]=[CH:26][CH:25]=[CH:24][N:23]=1)CCC. (5) Reactant: [N+:1]([C:4]1[CH:5]=[C:6]([NH:17][C:18](=[O:20])[CH3:19])[CH:7]=[CH:8][C:9]=1[S:10][C:11]1[CH:16]=[CH:15][CH:14]=[CH:13][CH:12]=1)([O-])=O.[NH4+].[Cl-]. Product: [NH2:1][C:4]1[CH:5]=[C:6]([NH:17][C:18](=[O:20])[CH3:19])[CH:7]=[CH:8][C:9]=1[S:10][C:11]1[CH:16]=[CH:15][CH:14]=[CH:13][CH:12]=1. The catalyst class is: 292. (6) Reactant: [C:1]1([NH:7][C:8]2[CH:14]=[CH:13][C:11]([NH2:12])=[CH:10][CH:9]=2)[CH:6]=[CH:5][CH:4]=[CH:3][CH:2]=1.[O:15]1[CH:20]=[CH:19][CH2:18][CH2:17][CH2:16]1.[Cl-].[In+3].[Cl-].[Cl-]. Product: [OH:15][CH2:16][CH2:17][CH2:18][CH2:19][CH:20]1[CH:17]2[CH2:18][CH2:19][CH2:20][O:15][CH:16]2[C:13]2[CH:14]=[C:8]([NH:7][C:1]3[CH:2]=[CH:3][CH:4]=[CH:5][CH:6]=3)[CH:9]=[CH:10][C:11]=2[NH:12]1. The catalyst class is: 6. (7) Reactant: [CH2:1]([S:8][CH2:9][C:10]1[S:14][C:13]([NH:15][C:16]([C:18]2[CH:23]=[CH:22][C:21]([C@H:24]3[CH2:29][CH2:28][C@H:27]([CH2:30][C:31]([O:33][C:34]([CH3:37])([CH3:36])[CH3:35])=[O:32])[CH2:26][CH2:25]3)=[CH:20][CH:19]=2)=[O:17])=[N:12][N:11]=1)[C:2]1[CH:7]=[CH:6][CH:5]=[CH:4][CH:3]=1.ClC1C=CC=C(C(OO)=[O:46])C=1. Product: [C:2]1([CH2:1][S:8]([CH2:9][C:10]2[S:14][C:13]([NH:15][C:16]([C:18]3[CH:19]=[CH:20][C:21]([C@H:24]4[CH2:29][CH2:28][C@H:27]([CH2:30][C:31]([O:33][C:34]([CH3:37])([CH3:36])[CH3:35])=[O:32])[CH2:26][CH2:25]4)=[CH:22][CH:23]=3)=[O:17])=[N:12][N:11]=2)=[O:46])[CH:7]=[CH:6][CH:5]=[CH:4][CH:3]=1. The catalyst class is: 4. (8) Reactant: [NH2:1][C:2]1[CH:3]=[C:4]2[C:9](=[CH:10][CH:11]=1)[CH2:8][N:7]([C:12]([O:14][C:15]([CH3:18])([CH3:17])[CH3:16])=[O:13])[CH2:6][CH2:5]2.[Na].[Cl:20][CH2:21][C:22](Cl)=[O:23].C(OCC)(=O)C. The catalyst class is: 1. Product: [Cl:20][CH2:21][C:22]([NH:1][C:2]1[CH:3]=[C:4]2[C:9](=[CH:10][CH:11]=1)[CH2:8][N:7]([C:12]([O:14][C:15]([CH3:18])([CH3:17])[CH3:16])=[O:13])[CH2:6][CH2:5]2)=[O:23].